From a dataset of Reaction yield outcomes from USPTO patents with 853,638 reactions. Predict the reaction yield, written as a fraction of the theoretical maximum amount of product (1.0 means a 100% yield; for example, 0.34 means a 34% yield). The reactants are [H-].[H-].[H-].[H-].[Li+].[Al+3].[CH3:7][O:8][C:9]1[CH:18]=[C:17]2[C:12]([CH2:13][CH2:14][CH:15]([N:19]([CH2:29][CH2:30][CH3:31])[C:20](=O)[CH2:21][N:22]3[CH2:27][CH2:26][NH:25][CH2:24][CH2:23]3)[CH2:16]2)=[CH:11][CH:10]=1.[OH-].[Na+]. The catalyst is C1COCC1. The product is [CH3:7][O:8][C:9]1[CH:18]=[C:17]2[C:12]([CH2:13][CH2:14][CH:15]([N:19]([CH2:20][CH2:21][N:22]3[CH2:23][CH2:24][NH:25][CH2:26][CH2:27]3)[CH2:29][CH2:30][CH3:31])[CH2:16]2)=[CH:11][CH:10]=1. The yield is 0.970.